Dataset: Retrosynthesis with 50K atom-mapped reactions and 10 reaction types from USPTO. Task: Predict the reactants needed to synthesize the given product. (1) Given the product C[C@@]1(c2cc(NCc3ccc(F)cn3)ccc2F)CC2(CCC2)OC(N)=N1, predict the reactants needed to synthesize it. The reactants are: CC(C)(C)OC(=O)NC1=N[C@](C)(c2cc(NCc3ccc(F)cn3)ccc2F)CC2(CCC2)O1. (2) The reactants are: N#Cc1ccc(B(O)O)cc1.N[C@]1(c2ccc(Br)cc2)CCOc2cccnc21. Given the product N#Cc1ccc(-c2ccc([C@@]3(N)CCOc4cccnc43)cc2)cc1, predict the reactants needed to synthesize it. (3) Given the product CN1CCC(NCc2ccc(Cl)cc2)CC1, predict the reactants needed to synthesize it. The reactants are: CN1CCC(=O)CC1.NCc1ccc(Cl)cc1. (4) Given the product CCn1c(C)c(C(=O)NC)c2ccc(Oc3ccnc4cc(C(=O)N5CCC5)sc34)cc21, predict the reactants needed to synthesize it. The reactants are: CCn1c(C)c(C(=O)NC)c2ccc(O)cc21.O=C(c1cc2nccc(Cl)c2s1)N1CCC1. (5) Given the product CC(=O)Nc1ccc(C=CC(=O)N(CCN(C)C)[C@H]2CC[C@H](C)CC2)cc1, predict the reactants needed to synthesize it. The reactants are: CC(=O)Nc1ccc(C=CC(=O)O)cc1.CN(C)CCN[C@H]1CC[C@H](C)CC1. (6) Given the product CC(C)CCS(=O)(=O)C(C)(C)C(=O)O, predict the reactants needed to synthesize it. The reactants are: CCOC(=O)C(C)(C)S(=O)(=O)CCC(C)C. (7) Given the product COC(=O)/C=C/c1cccc(O)c1, predict the reactants needed to synthesize it. The reactants are: CO.O=C(O)/C=C/c1cccc(O)c1. (8) The reactants are: COCOc1cc(OC)c(OC)cc1-c1nc2c(CBr)cccc2o1.NCc1ccccn1. Given the product COCOc1cc(OC)c(OC)cc1-c1nc2c(CNCc3ccccn3)cccc2o1, predict the reactants needed to synthesize it. (9) Given the product OB(O)C1=C(c2cc(C(F)(F)F)ccc2OCc2ccccc2)CCCC1, predict the reactants needed to synthesize it. The reactants are: CC1(C)OB(C2=C(c3cc(C(F)(F)F)ccc3OCc3ccccc3)CCCC2)OC1(C)C. (10) The reactants are: CS(=O)(=O)Cc1cccc(Nc2ncnc(-c3ccc(F)cc3F)n2)c1.OCc1ccc(F)c(F)c1F. Given the product CS(=O)(=O)Cc1cccc(Nc2ncnc(-c3ccc(F)cc3OCc3ccc(F)c(F)c3F)n2)c1, predict the reactants needed to synthesize it.